Dataset: Reaction yield outcomes from USPTO patents with 853,638 reactions. Task: Predict the reaction yield, written as a fraction of the theoretical maximum amount of product (1.0 means a 100% yield; for example, 0.34 means a 34% yield). (1) The reactants are [CH:1]([C:4]1[CH:9]=[CH:8][C:7]([CH:10]([C:13]2[C:14](=[O:23])[C:15]([CH3:22])=[C:16]([CH3:21])[C:17](=[O:20])[C:18]=2[CH3:19])[CH2:11][CH3:12])=[CH:6][CH:5]=1)([CH3:3])[CH3:2]. The catalyst is C(O)C. The product is [CH:1]([C:4]1[CH:9]=[CH:8][C:7]([C:10]2[C:13]3[C:18]([CH3:19])=[C:17]([OH:20])[C:16]([CH3:21])=[C:15]([CH3:22])[C:14]=3[O:23][C:11]=2[CH3:12])=[CH:6][CH:5]=1)([CH3:3])[CH3:2]. The yield is 0.900. (2) The reactants are [OH:1][C:2]1[CH:3]=[CH:4][CH:5]=[C:6]2[C:11]=1[N:10]=[C:9]([CH3:12])[CH:8]=[CH:7]2.[Br:13][C:14]1[C:15]([O:24][CH3:25])=[C:16]([O:22][CH3:23])[CH:17]=[C:18]([CH:21]=1)[CH:19]=O.[C:26](#[N:30])[CH2:27][C:28]#[N:29].C1N2CCN(CC2)C1. The catalyst is C(O)C.O. The product is [NH2:30][C:26]1[O:1][C:2]2[C:11]3[C:6](=[CH:7][CH:8]=[C:9]([CH3:12])[N:10]=3)[CH:5]=[CH:4][C:3]=2[CH:19]([C:18]2[CH:17]=[C:16]([O:22][CH3:23])[C:15]([O:24][CH3:25])=[C:14]([Br:13])[CH:21]=2)[C:27]=1[C:28]#[N:29]. The yield is 0.200.